From a dataset of Acute oral toxicity (LD50) regression data from Zhu et al.. Regression/Classification. Given a drug SMILES string, predict its toxicity properties. Task type varies by dataset: regression for continuous values (e.g., LD50, hERG inhibition percentage) or binary classification for toxic/non-toxic outcomes (e.g., AMES mutagenicity, cardiotoxicity, hepatotoxicity). Dataset: ld50_zhu. The molecule is CCOCCOCC(C)O. The rat oral LD50 is 1.20, given as -log10 of the dose in mol/kg body weight (higher means more acutely toxic).